Dataset: Full USPTO retrosynthesis dataset with 1.9M reactions from patents (1976-2016). Task: Predict the reactants needed to synthesize the given product. (1) Given the product [CH3:1][C:2]([CH3:36])([CH3:35])[CH2:3][CH2:4][C@@:5]1([CH3:34])[C:14]2[C:9](=[CH:10][CH:11]=[CH:12][CH:13]=2)[C:8]([O-:15])=[C:7]([C:16]2[NH:21][C:20]3[CH:22]=[CH:23][C:24]([NH:26][S:27]([CH3:30])(=[O:29])=[O:28])=[CH:25][C:19]=3[S:18](=[O:32])(=[O:31])[N:17]=2)[C:6]1=[O:33].[Na+:38], predict the reactants needed to synthesize it. The reactants are: [CH3:1][C:2]([CH3:36])([CH3:35])[CH2:3][CH2:4][C@@:5]1([CH3:34])[C:14]2[C:9](=[CH:10][CH:11]=[CH:12][CH:13]=2)[C:8]([OH:15])=[C:7]([C:16]2[NH:21][C:20]3[CH:22]=[CH:23][C:24]([NH:26][S:27]([CH3:30])(=[O:29])=[O:28])=[CH:25][C:19]=3[S:18](=[O:32])(=[O:31])[N:17]=2)[C:6]1=[O:33].[OH-].[Na+:38]. (2) Given the product [C:1]([C:5]1[CH:23]=[CH:22][C:8]([C:9]([NH:11][C:12]2[N:13]=[C:14]3[CH:19]=[CH:18][C:17]([C:26]4[CH:25]=[N:24][CH:29]=[CH:28][CH:27]=4)=[N:16][N:15]3[CH:21]=2)=[O:10])=[CH:7][CH:6]=1)([CH3:4])([CH3:3])[CH3:2], predict the reactants needed to synthesize it. The reactants are: [C:1]([C:5]1[CH:23]=[CH:22][C:8]([C:9]([NH:11][C:12]2[N:13]=[C:14]3[CH:19]=[CH:18][C:17](Cl)=[N:16][N:15]3[CH:21]=2)=[O:10])=[CH:7][CH:6]=1)([CH3:4])([CH3:3])[CH3:2].[N:24]1[CH:29]=[CH:28][CH:27]=[C:26](B(O)O)[CH:25]=1.C(=O)([O-])[O-].[K+].[K+]. (3) Given the product [C:1]([O:5][C:6]([N:8]1[CH:17]([C:18](=[O:19])[NH:60][C@H:45]([C:44]([O:43][CH3:42])=[O:61])[CH2:46][C:47]2[CH:52]=[CH:51][C:50]([C:53]3[CH:58]=[CH:57][C:56]([Cl:59])=[CH:55][CH:54]=3)=[CH:49][CH:48]=2)[CH2:16][C:15]2[CH:14]=[C:13]3[O:21][CH2:22][C@H:23]([C:25]4[CH:30]=[CH:29][C:28]([O:31][CH2:32][C:33]5[CH:38]=[CH:37][C:36]([Cl:39])=[C:35]([Cl:40])[CH:34]=5)=[CH:27][CH:26]=4)[O:24][C:12]3=[CH:11][C:10]=2[CH2:9]1)=[O:7])([CH3:4])([CH3:2])[CH3:3], predict the reactants needed to synthesize it. The reactants are: [C:1]([O:5][C:6]([N:8]1[CH:17]([C:18](O)=[O:19])[CH2:16][C:15]2[CH:14]=[C:13]3[O:21][CH2:22][C@H:23]([C:25]4[CH:30]=[CH:29][C:28]([O:31][CH2:32][C:33]5[CH:38]=[CH:37][C:36]([Cl:39])=[C:35]([Cl:40])[CH:34]=5)=[CH:27][CH:26]=4)[O:24][C:12]3=[CH:11][C:10]=2[CH2:9]1)=[O:7])([CH3:4])([CH3:3])[CH3:2].Cl.[CH3:42][O:43][C:44](=[O:61])[C@@H:45]([NH2:60])[CH2:46][C:47]1[CH:52]=[CH:51][C:50]([C:53]2[CH:58]=[CH:57][C:56]([Cl:59])=[CH:55][CH:54]=2)=[CH:49][CH:48]=1.